This data is from Reaction yield outcomes from USPTO patents with 853,638 reactions. The task is: Predict the reaction yield, written as a fraction of the theoretical maximum amount of product (1.0 means a 100% yield; for example, 0.34 means a 34% yield). (1) The reactants are [O:1]1[C:5]2[CH:6]=[CH:7][CH:8]=[CH:9][C:4]=2[CH:3]=[C:2]1[C:10]1[CH:11]=[C:12]2[C:17](=[CH:18][CH:19]=1)[N:16]=[C:15]([C:20]([F:23])([F:22])[F:21])[CH:14]=[C:13]2[O:24][CH3:25].CC([O-])=O.[K+].[Br:31]Br. The catalyst is CC(O)=O.O. The product is [Br:31][C:3]1[C:4]2[CH:9]=[CH:8][CH:7]=[CH:6][C:5]=2[O:1][C:2]=1[C:10]1[CH:11]=[C:12]2[C:17](=[CH:18][CH:19]=1)[N:16]=[C:15]([C:20]([F:22])([F:21])[F:23])[CH:14]=[C:13]2[O:24][CH3:25]. The yield is 0.660. (2) The reactants are [OH:1][C@@H:2]1[CH2:5][C@H:4]([N:6]2[C:11](=[O:12])[C:10]([CH2:13][C:14]3[CH:19]=[CH:18][C:17]([C:20]4[C:21]([C:26]#[N:27])=[CH:22][CH:23]=[CH:24][CH:25]=4)=[CH:16][CH:15]=3)=[C:9]([CH2:28][CH2:29][CH3:30])[N:8]3[N:31]=[CH:32][N:33]=[C:7]23)[CH2:3]1.[N+](=[CH:36][C:37]([O:39][CH2:40][CH3:41])=[O:38])=[N-]. The catalyst is C([O-])(=O)C.[Rh+].C1(C)C=CC=CC=1. The product is [C:26]([C:21]1[CH:22]=[CH:23][CH:24]=[CH:25][C:20]=1[C:17]1[CH:16]=[CH:15][C:14]([CH2:13][C:10]2[C:11](=[O:12])[N:6]([C@@H:4]3[CH2:5][C@H:2]([O:1][CH2:36][C:37]([O:39][CH2:40][CH3:41])=[O:38])[CH2:3]3)[C:7]3[N:8]([N:31]=[CH:32][N:33]=3)[C:9]=2[CH2:28][CH2:29][CH3:30])=[CH:19][CH:18]=1)#[N:27]. The yield is 0.570. (3) The reactants are [CH3:1][O:2][C:3](=[O:20])[CH2:4][C:5]([C:7](=[O:19])[N:8]([CH2:16][CH:17]=C)[CH2:9][C:10]1[CH:15]=[CH:14][CH:13]=[CH:12][CH:11]=1)=C. The catalyst is C(Cl)Cl.[Ru]. The product is [CH3:1][O:2][C:3](=[O:20])[CH2:4][C:5]1[C:7](=[O:19])[N:8]([CH2:9][C:10]2[CH:11]=[CH:12][CH:13]=[CH:14][CH:15]=2)[CH2:16][CH:17]=1. The yield is 0.850. (4) The reactants are [OH-].[K+].Cl.[N:4]12[CH2:11][CH2:10][CH:7]([CH2:8][CH2:9]1)[C:6](=[O:12])[CH2:5]2.[N:13]1[CH:18]=[CH:17][CH:16]=[C:15]([CH:19]=O)[CH:14]=1.O. The catalyst is CO. The product is [N:13]1[CH:18]=[CH:17][CH:16]=[C:15]([CH:19]=[C:5]2[C:6](=[O:12])[CH:7]3[CH2:10][CH2:11][N:4]2[CH2:9][CH2:8]3)[CH:14]=1. The yield is 0.820. (5) The catalyst is CCOC(C)=O.CCO.[Pd]. The product is [CH2:1]([O:3][C:4]1[C:9]([NH2:10])=[CH:8][CH:7]=[CH:6][N:5]=1)[CH3:2]. The yield is 0.950. The reactants are [CH2:1]([O:3][C:4]1[C:9]([N+:10]([O-])=O)=[CH:8][CH:7]=[CH:6][N:5]=1)[CH3:2].